From a dataset of Catalyst prediction with 721,799 reactions and 888 catalyst types from USPTO. Predict which catalyst facilitates the given reaction. Reactant: [Cl:1][C:2]1[N:7]=[CH:6][C:5]2[C:8]([O:30][CH3:31])=[N:9][N:10](C(C3C=CC=CC=3)(C3C=CC=CC=3)C3C=CC=CC=3)[C:4]=2[CH:3]=1.C([SiH](CC)CC)C.C([O-])(O)=O.[Na+]. Product: [Cl:1][C:2]1[N:7]=[CH:6][C:5]2[C:8]([O:30][CH3:31])=[N:9][NH:10][C:4]=2[CH:3]=1. The catalyst class is: 67.